From a dataset of Forward reaction prediction with 1.9M reactions from USPTO patents (1976-2016). Predict the product of the given reaction. (1) Given the reactants Br[C:2]1[CH:3]=[C:4]2[C:8](=[C:9]([C:11]([NH2:13])=[O:12])[CH:10]=1)[NH:7][CH:6]=[C:5]2[CH:14]1[CH2:19][CH2:18][N:17]([S:20]([CH2:23][CH2:24][O:25][CH3:26])(=[O:22])=[O:21])[CH2:16][CH2:15]1.[CH:27]([C:29]1[CH:30]=[C:31](B(O)O)[CH:32]=[CH:33][CH:34]=1)=[O:28].C(=O)([O-])[O-], predict the reaction product. The product is: [CH:27]([C:29]1[CH:34]=[C:33]([C:2]2[CH:3]=[C:4]3[C:8](=[C:9]([C:11]([NH2:13])=[O:12])[CH:10]=2)[NH:7][CH:6]=[C:5]3[CH:14]2[CH2:15][CH2:16][N:17]([S:20]([CH2:23][CH2:24][O:25][CH3:26])(=[O:22])=[O:21])[CH2:18][CH2:19]2)[CH:32]=[CH:31][CH:30]=1)=[O:28]. (2) Given the reactants [NH2:1][C:2]1[C:3]([C:19]#[N:20])=[C:4]([CH:16]=[CH:17][CH:18]=1)[O:5][CH2:6][C:7]1([C:10]([NH:12][CH2:13][CH2:14][CH3:15])=[O:11])[CH2:9][CH2:8]1.[S:21](Cl)(=[O:24])(=[O:23])[NH2:22], predict the reaction product. The product is: [C:19]([C:3]1[C:2]([NH:1][S:21](=[O:24])(=[O:23])[NH2:22])=[CH:18][CH:17]=[CH:16][C:4]=1[O:5][CH2:6][C:7]1([C:10]([NH:12][CH2:13][CH2:14][CH3:15])=[O:11])[CH2:8][CH2:9]1)#[N:20].